From a dataset of Reaction yield outcomes from USPTO patents with 853,638 reactions. Predict the reaction yield, written as a fraction of the theoretical maximum amount of product (1.0 means a 100% yield; for example, 0.34 means a 34% yield). (1) The reactants are [OH:1][C:2]1[CH:3]=[C:4]([CH:7]=[C:8]([OH:10])[CH:9]=1)[C:5]#[N:6].C(=O)([O-])[O-].[K+].[K+].Cl[CH2:18][C:19]([O:21][CH2:22][CH3:23])=[O:20]. The catalyst is CN1C(=O)CCC1. The product is [C:5]([C:4]1[CH:3]=[C:2]([CH:9]=[C:8]([OH:10])[CH:7]=1)[O:1][CH2:18][C:19]([O:21][CH2:22][CH3:23])=[O:20])#[N:6]. The yield is 0.366. (2) The reactants are [NH2:1][CH:2]1[CH2:7][CH2:6][N:5]([CH2:8][CH2:9][N:10]2[C:15]3[N:16]=[C:17]([NH:20][CH3:21])[N:18]=[CH:19][C:14]=3[CH:13]=[C:12]([C:22]3[CH:27]=[C:26]([O:28][CH3:29])[CH:25]=[C:24]([O:30][CH3:31])[C:23]=3[Cl:32])[C:11]2=[O:33])[CH2:4][CH2:3]1.[C:34](Cl)(=[O:37])[CH:35]=[CH2:36].O. The catalyst is C(Cl)Cl. The product is [Cl:32][C:23]1[C:24]([O:30][CH3:31])=[CH:25][C:26]([O:28][CH3:29])=[CH:27][C:22]=1[C:12]1[C:11](=[O:33])[N:10]([CH2:9][CH2:8][N:5]2[CH2:4][CH2:3][CH:2]([NH:1][C:34](=[O:37])[CH:35]=[CH2:36])[CH2:7][CH2:6]2)[C:15]2[N:16]=[C:17]([NH:20][CH3:21])[N:18]=[CH:19][C:14]=2[CH:13]=1. The yield is 0.180. (3) The reactants are Br[C:2]1[CH:3]=[C:4]([C:8]([O:10][CH3:11])=[O:9])[S:5][C:6]=1[Cl:7].[CH2:12]([N:14]1[C:18](B2OC(C)(C)C(C)(C)O2)=[C:17]([CH3:28])[CH:16]=[N:15]1)[CH3:13].C(=O)([O-])[O-].[Na+].[Na+]. The catalyst is C1COCC1.C1C=CC(P(C2C=CC=CC=2)[C-]2C=CC=C2)=CC=1.C1C=CC(P(C2C=CC=CC=2)[C-]2C=CC=C2)=CC=1.Cl[Pd]Cl.[Fe+2]. The product is [Cl:7][C:6]1[S:5][C:4]([C:8]([O:10][CH3:11])=[O:9])=[CH:3][C:2]=1[C:18]1[N:14]([CH2:12][CH3:13])[N:15]=[CH:16][C:17]=1[CH3:28]. The yield is 0.920. (4) The reactants are [N+:1]([C:4]1[CH:5]=[C:6]([C:10]2[O:11][C:12]3[CH:13]=[N:14][CH:15]=[CH:16][C:17]=3[N:18]=2)[CH:7]=[CH:8][CH:9]=1)([O-])=O.[NH4+].[Cl-]. The catalyst is CO.O.[Fe]. The product is [N:18]1[C:17]2[CH:16]=[CH:15][N:14]=[CH:13][C:12]=2[O:11][C:10]=1[C:6]1[CH:5]=[C:4]([NH2:1])[CH:9]=[CH:8][CH:7]=1. The yield is 0.310.